Predict the product of the given reaction. From a dataset of Forward reaction prediction with 1.9M reactions from USPTO patents (1976-2016). Given the reactants [NH2:1][C:2]1[N:7]=[C:6]([C:8]2[N:12]([CH:13]([CH3:15])[CH3:14])[C:11]([CH3:16])=[N:10][CH:9]=2)[CH:5]=[CH:4][N:3]=1.[CH2:17]([O:19][CH2:20][CH2:21][NH:22][S:23]([C:26]1[CH:31]=[CH:30][C:29](I)=[CH:28][CH:27]=1)(=[O:25])=[O:24])[CH3:18].C1(P(C2C=CC=CC=2)C2C=CC3C(=CC=CC=3)C=2C2C3C(=CC=CC=3)C=CC=2P(C2C=CC=CC=2)C2C=CC=CC=2)C=CC=CC=1.CC(C)([O-])C.[Na+].Cl.CCOCC, predict the reaction product. The product is: [CH:13]([N:12]1[C:8]([C:6]2[CH:5]=[CH:4][N:3]=[C:2]([NH:1][C:29]3[CH:28]=[CH:27][C:26]([S:23](=[O:24])(=[O:25])[NH:22][CH2:21][CH2:20][O:19][CH2:17][CH3:18])=[CH:31][CH:30]=3)[N:7]=2)=[CH:9][N:10]=[C:11]1[CH3:16])([CH3:14])[CH3:15].